Task: Regression. Given two drug SMILES strings and cell line genomic features, predict the synergy score measuring deviation from expected non-interaction effect.. Dataset: Merck oncology drug combination screen with 23,052 pairs across 39 cell lines (1) Drug 1: COc1cc(C2c3cc4c(cc3C(OC3OC5COC(C)OC5C(O)C3O)C3COC(=O)C23)OCO4)cc(OC)c1O. Drug 2: O=C(NOCC(O)CO)c1ccc(F)c(F)c1Nc1ccc(I)cc1F. Cell line: LNCAP. Synergy scores: synergy=40.3. (2) Cell line: RKO. Synergy scores: synergy=22.1. Drug 2: O=C(NOCC(O)CO)c1ccc(F)c(F)c1Nc1ccc(I)cc1F. Drug 1: COC12C(COC(N)=O)C3=C(C(=O)C(C)=C(N)C3=O)N1CC1NC12. (3) Drug 1: N.N.O=C(O)C1(C(=O)O)CCC1.[Pt]. Drug 2: NC1(c2ccc(-c3nc4ccn5c(=O)[nH]nc5c4cc3-c3ccccc3)cc2)CCC1. Cell line: UACC62. Synergy scores: synergy=9.34. (4) Drug 1: CN(Cc1cnc2nc(N)nc(N)c2n1)c1ccc(C(=O)NC(CCC(=O)O)C(=O)O)cc1. Drug 2: NC1(c2ccc(-c3nc4ccn5c(=O)[nH]nc5c4cc3-c3ccccc3)cc2)CCC1. Cell line: EFM192B. Synergy scores: synergy=-9.26. (5) Drug 1: O=c1[nH]cc(F)c(=O)[nH]1. Drug 2: Cn1nnc2c(C(N)=O)ncn2c1=O. Cell line: UACC62. Synergy scores: synergy=-12.0. (6) Drug 1: N#Cc1ccc(Cn2cncc2CN2CCN(c3cccc(Cl)c3)C(=O)C2)cc1. Drug 2: CS(=O)(=O)CCNCc1ccc(-c2ccc3ncnc(Nc4ccc(OCc5cccc(F)c5)c(Cl)c4)c3c2)o1. Cell line: EFM192B. Synergy scores: synergy=9.98. (7) Drug 1: C=CCn1c(=O)c2cnc(Nc3ccc(N4CCN(C)CC4)cc3)nc2n1-c1cccc(C(C)(C)O)n1. Drug 2: C#Cc1cccc(Nc2ncnc3cc(OCCOC)c(OCCOC)cc23)c1. Cell line: T47D. Synergy scores: synergy=7.51. (8) Cell line: NCIH23. Drug 2: COC1CC2CCC(C)C(O)(O2)C(=O)C(=O)N2CCCCC2C(=O)OC(C(C)CC2CCC(OP(C)(C)=O)C(OC)C2)CC(=O)C(C)C=C(C)C(O)C(OC)C(=O)C(C)CC(C)C=CC=CC=C1C. Drug 1: CC1CC2C3CCC4=CC(=O)C=CC4(C)C3(F)C(O)CC2(C)C1(O)C(=O)CO. Synergy scores: synergy=19.8. (9) Synergy scores: synergy=-15.7. Drug 1: Nc1ccn(C2OC(CO)C(O)C2(F)F)c(=O)n1. Cell line: SKMES1. Drug 2: CC(C)CC(NC(=O)C(Cc1ccccc1)NC(=O)c1cnccn1)B(O)O.